Dataset: Forward reaction prediction with 1.9M reactions from USPTO patents (1976-2016). Task: Predict the product of the given reaction. (1) Given the reactants [CH2:1]([O:8][C:9]1[C:17]2[C:16](=[O:18])[N:15]([CH2:19][C:20]3[CH:25]=[CH:24][C:23]([F:26])=[CH:22][CH:21]=3)[N:14]=[C:13]([OH:27])[C:12]=2[N:11]2[CH2:28][CH2:29][N:30]([CH3:33])[C:31](=[O:32])[C:10]=12)[C:2]1[CH:7]=[CH:6][CH:5]=[CH:4][CH:3]=1.Cl[CH2:35]Cl.CO.C[Si](C=[N+]=[N-])(C)C, predict the reaction product. The product is: [CH2:1]([O:8][C:9]1[C:17]2[C:16](=[O:18])[N:15]([CH2:19][C:20]3[CH:25]=[CH:24][C:23]([F:26])=[CH:22][CH:21]=3)[N:14]=[C:13]([O:27][CH3:35])[C:12]=2[N:11]2[CH2:28][CH2:29][N:30]([CH3:33])[C:31](=[O:32])[C:10]=12)[C:2]1[CH:3]=[CH:4][CH:5]=[CH:6][CH:7]=1. (2) Given the reactants [BH4-].[C:2]([Na])#[N:3].N[C@H:6]1[CH2:8][C@H:7]1[NH:9][C:10]([C:12]1[CH:16]=[C:15]([C:17]2[CH:22]=[CH:21][CH:20]=[CH:19][CH:18]=2)[N:14]([C:23]2[CH:24]=[N:25][C:26]([O:29][CH3:30])=[CH:27][CH:28]=2)[N:13]=1)=[O:11].C=O.[C:33](=O)(O)[O-].[Na+], predict the reaction product. The product is: [CH3:33][N:3]([CH3:2])[C@H:6]1[CH2:8][C@H:7]1[NH:9][C:10]([C:12]1[CH:16]=[C:15]([C:17]2[CH:22]=[CH:21][CH:20]=[CH:19][CH:18]=2)[N:14]([C:23]2[CH:24]=[N:25][C:26]([O:29][CH3:30])=[CH:27][CH:28]=2)[N:13]=1)=[O:11].